From a dataset of Catalyst prediction with 721,799 reactions and 888 catalyst types from USPTO. Predict which catalyst facilitates the given reaction. Reactant: [NH:1]1[CH2:4][CH:3]([C:5]([C:9]2[CH:10]=[C:11]3[C:16](=[CH:17][CH:18]=2)[N:15]=[C:14]([O:19][CH3:20])[C:13]([CH2:21][C:22]2[CH:27]=[CH:26][C:25]([C:28]([F:31])([F:30])[F:29])=[CH:24][CH:23]=2)=[C:12]3[Cl:32])([OH:8])[C:6]#[CH:7])[CH2:2]1.CCN(CC)CC.[C:40](OC(=O)C)(=[O:42])[CH3:41]. Product: [Cl:32][C:12]1[C:11]2[C:16](=[CH:17][CH:18]=[C:9]([C:5]([CH:3]3[CH2:4][N:1]([C:40](=[O:42])[CH3:41])[CH2:2]3)([OH:8])[C:6]#[CH:7])[CH:10]=2)[N:15]=[C:14]([O:19][CH3:20])[C:13]=1[CH2:21][C:22]1[CH:23]=[CH:24][C:25]([C:28]([F:31])([F:29])[F:30])=[CH:26][CH:27]=1. The catalyst class is: 2.